Task: Predict the product of the given reaction.. Dataset: Forward reaction prediction with 1.9M reactions from USPTO patents (1976-2016) Given the reactants [F:1][C:2]1[C:7]([OH:8])=[CH:6][CH:5]=[CH:4][C:3]=1[CH2:9][NH:10][C:11]([C:13]1[CH:14]=[C:15]2[C:20](=[CH:21][CH:22]=1)[N:19]=[CH:18][CH:17]=[CH:16]2)=[O:12].Br[CH2:24][CH2:25][CH2:26][CH2:27][CH2:28][CH:29]=[CH2:30].CN(C=O)C.C(=O)([O-])[O-].[Cs+].[Cs+], predict the reaction product. The product is: [F:1][C:2]1[C:7]([O:8][CH2:30][CH2:29][CH2:28][CH2:27][CH2:26][CH:25]=[CH2:24])=[CH:6][CH:5]=[CH:4][C:3]=1[CH2:9][NH:10][C:11]([C:13]1[CH:14]=[C:15]2[C:20](=[CH:21][CH:22]=1)[N:19]=[CH:18][CH:17]=[CH:16]2)=[O:12].